Dataset: Full USPTO retrosynthesis dataset with 1.9M reactions from patents (1976-2016). Task: Predict the reactants needed to synthesize the given product. (1) Given the product [ClH:31].[NH2:10][N:6]1[CH2:5][C@@H:4]([CH2:3][S:2][CH3:1])[O:8][C:7]1=[O:9], predict the reactants needed to synthesize it. The reactants are: [CH3:1][S:2][CH2:3][C@H:4]1[O:8][C:7](=[O:9])[N:6]([NH:10]C(=O)OC(C)(C)C)[CH2:5]1.O1CCOCC1.C(OC(C)C)(C)C.[ClH:31]. (2) Given the product [Br:1][C:2]1[CH:7]=[C:6]([CH2:8][O:9][C:15]([CH3:17])([O:14][CH3:13])[CH3:16])[C:5]([F:10])=[CH:4][C:3]=1[CH2:11][O:12][C:25]([O:21][CH3:18])([CH3:26])[CH3:24], predict the reactants needed to synthesize it. The reactants are: [Br:1][C:2]1[CH:7]=[C:6]([CH2:8][OH:9])[C:5]([F:10])=[CH:4][C:3]=1[CH2:11][OH:12].[CH3:13][O:14][C:15]([CH3:17])=[CH2:16].[C:18](=[O:21])([O-])O.[Na+].O1C[CH2:26][CH2:25][CH2:24]1. (3) Given the product [CH2:1]([C:5]1[CH:10]=[CH:9][C:8]([C:11]2[O:15][N:14]=[C:13]([C:16]3[CH:17]=[CH:18][C:19]([CH2:23][N:51]4[CH2:54][CH:53]([C:55]([O:57][CH3:58])=[O:56])[CH2:52]4)=[N:20][C:21]=3[CH3:22])[N:12]=2)=[CH:7][C:6]=1[CH3:25])[CH:2]([CH3:4])[CH3:3], predict the reactants needed to synthesize it. The reactants are: [CH2:1]([C:5]1[CH:10]=[CH:9][C:8]([C:11]2[O:15][N:14]=[C:13]([C:16]3[CH:17]=[CH:18][C:19]([CH2:23]O)=[N:20][C:21]=3[CH3:22])[N:12]=2)=[CH:7][C:6]=1[CH3:25])[CH:2]([CH3:4])[CH3:3].C(Br)(Br)(Br)Br.C1(P(C2C=CC=CC=2)C2C=CC=CC=2)C=CC=CC=1.Cl.[NH:51]1[CH2:54][CH:53]([C:55]([O:57][CH3:58])=[O:56])[CH2:52]1.C(N(CC)C(C)C)(C)C. (4) Given the product [F:10][C:11]([F:22])([F:21])[C:12]1[CH:17]=[CH:16][CH:15]=[CH:14][C:13]=1[C:2]1[N:3]=[CH:4][CH:5]=[CH:6][C:7]=1[C:8]#[N:9], predict the reactants needed to synthesize it. The reactants are: Cl[C:2]1[C:7]([C:8]#[N:9])=[CH:6][CH:5]=[CH:4][N:3]=1.[F:10][C:11]([F:22])([F:21])[C:12]1[CH:17]=[CH:16][CH:15]=[CH:14][C:13]=1B(O)O.